From a dataset of Catalyst prediction with 721,799 reactions and 888 catalyst types from USPTO. Predict which catalyst facilitates the given reaction. (1) Reactant: [OH:1]OS([O-])=O.[K+].[CH3:7][C:8]([C:12]1[N:16]([CH2:17][CH:18]2[CH2:23][CH2:22][O:21][CH2:20][CH2:19]2)[C:15]2[CH:24]=[CH:25][C:26]([S:28]([N:31]3[CH:35]=[C:34]([CH:36]=[O:37])[CH:33]=[N:32]3)(=[O:30])=[O:29])=[CH:27][C:14]=2[N:13]=1)([CH3:11])[CH2:9][CH3:10]. Product: [CH3:11][C:8]([C:12]1[N:16]([CH2:17][CH:18]2[CH2:23][CH2:22][O:21][CH2:20][CH2:19]2)[C:15]2[CH:24]=[CH:25][C:26]([S:28]([N:31]3[CH:35]=[C:34]([C:36]([OH:1])=[O:37])[CH:33]=[N:32]3)(=[O:30])=[O:29])=[CH:27][C:14]=2[N:13]=1)([CH3:7])[CH2:9][CH3:10]. The catalyst class is: 3. (2) Reactant: Cl[C:2]1[N:7]=[C:6]([NH:8]C2C=CC3OC(=O)NC=3C=2)[C:5]([CH3:19])=[CH:4][N:3]=1.Cl.CS(C1C=C([NH2:31])C=CC=1)(=O)=O.C(O)(C(F)(F)F)=O. Product: [CH3:19][C:5]1[C:6]([NH2:8])=[N:7][C:2]([NH2:31])=[N:3][CH:4]=1. The catalyst class is: 41. (3) Reactant: [F:1][C:2]([F:17])([F:16])[CH:3]([C:5]1[CH:10]=[CH:9][N:8]=[C:7]([CH2:11][C:12]([O:14]C)=[O:13])[CH:6]=1)[CH3:4].[Li+:18].[OH-]. Product: [F:17][C:2]([F:1])([F:16])[CH:3]([C:5]1[CH:10]=[CH:9][N:8]=[C:7]([CH2:11][C:12]([O-:14])=[O:13])[CH:6]=1)[CH3:4].[Li+:18]. The catalyst class is: 87. (4) Reactant: Cl[C:2]1[C:11]2[C:12]3[CH:13]=[CH:14][C:15]([Cl:20])=[CH:16][C:17]=3[C:18](=[O:19])[C:10]=2[C:9]2[C:4](=[CH:5][CH:6]=[CH:7][CH:8]=2)[N:3]=1.CN.[CH2:23]([N:25]([CH2:29][CH3:30])[CH2:26][CH2:27][NH2:28])[CH3:24].C(N(CC)C(C)C)(C)C. Product: [Cl:20][C:15]1[CH:14]=[CH:13][C:12]2[C:11]3[C:2]([N:25]([CH3:26])[CH3:23])=[N:3][C:4]4[C:9]([C:10]=3[C:18](=[O:19])[C:17]=2[CH:16]=1)=[CH:8][CH:7]=[CH:6][CH:5]=4.[CH2:23]([N:25]([CH2:29][CH3:30])[CH2:26][CH2:27][NH:28][C:2]1[C:11]2[C:12]3[CH:13]=[CH:14][CH:15]=[CH:16][C:17]=3[C:18](=[O:19])[C:10]=2[C:9]2[C:4](=[CH:5][CH:6]=[CH:7][CH:8]=2)[N:3]=1)[CH3:24]. The catalyst class is: 9. (5) Reactant: [F:1][C:2]1[CH:3]=[C:4]([CH:8]=[CH:9][C:10]=1[F:11])[C:5](Cl)=[O:6].[S-:12][C:13]#[N:14].[K+].[Cl:16][C:17]1[CH:18]=[CH:19][C:20]2[C:24]([CH:25]=1)=[N:23][NH:22][C:21]=2[NH2:26].O. Product: [Cl:16][C:17]1[CH:25]=[C:24]2[C:20]([C:21]([NH:26][C:13]([NH:14][C:5](=[O:6])[C:4]3[CH:8]=[CH:9][C:10]([F:11])=[C:2]([F:1])[CH:3]=3)=[S:12])=[N:22][NH:23]2)=[CH:19][CH:18]=1. The catalyst class is: 10. (6) Reactant: [CH2:1]([C:5]1[CH:13]=[CH:12][C:8]([C:9]([OH:11])=O)=[CH:7][CH:6]=1)[CH:2]([CH3:4])[CH3:3].C(N1C=CN=C1)(N1C=CN=C1)=O.O[NH:27][C:28](=[NH:37])[C:29]1[CH:34]=[CH:33][C:32]([CH2:35][OH:36])=[CH:31][CH:30]=1. Product: [CH2:1]([C:5]1[CH:6]=[CH:7][C:8]([C:9]2[O:11][N:37]=[C:28]([C:29]3[CH:34]=[CH:33][C:32]([CH2:35][OH:36])=[CH:31][CH:30]=3)[N:27]=2)=[CH:12][CH:13]=1)[CH:2]([CH3:3])[CH3:4]. The catalyst class is: 39. (7) Reactant: [CH3:1][O:2][C:3](=[O:25])[C:4]1[CH:9]=[CH:8][CH:7]=[C:6]([C:10]2[NH:11][C:12]([C:15]3[N:16]=[CH:17][C:18]4[C:23]([CH:24]=3)=[CH:22][CH:21]=[CH:20][CH:19]=4)=[N:13][CH:14]=2)[CH:5]=1.CI.[CH3:28]CN(C(C)C)C(C)C. Product: [CH3:1][O:2][C:3](=[O:25])[C:4]1[CH:9]=[CH:8][CH:7]=[C:6]([C:10]2[N:11]=[C:12]([C:15]3[N:16]=[CH:17][C:18]4[C:23]([CH:24]=3)=[CH:22][CH:21]=[CH:20][CH:19]=4)[N:13]([CH3:28])[CH:14]=2)[CH:5]=1. The catalyst class is: 3.